From a dataset of Reaction yield outcomes from USPTO patents with 853,638 reactions. Predict the reaction yield, written as a fraction of the theoretical maximum amount of product (1.0 means a 100% yield; for example, 0.34 means a 34% yield). (1) The yield is 0.317. The product is [CH:23]1([O:26][C:27]2[CH:35]=[CH:34][C:30]([C:31]([N:4]([CH2:5][C:6]3[CH:22]=[CH:21][CH:20]=[CH:19][C:7]=3[O:8][CH2:9][CH2:10][CH2:11][CH2:12][CH2:13][C:14]([OH:16])=[O:15])[CH:1]([CH3:2])[CH3:3])=[O:32])=[CH:29][CH:28]=2)[CH2:24][CH2:25]1. The catalyst is CN(C=O)C.O. The reactants are [CH:1]([NH:4][CH2:5][C:6]1[CH:22]=[CH:21][CH:20]=[CH:19][C:7]=1[O:8][CH2:9][CH2:10][CH2:11][CH2:12][CH2:13][C:14]([O:16]CC)=[O:15])([CH3:3])[CH3:2].[CH:23]1([O:26][C:27]2[CH:35]=[CH:34][C:30]([C:31](O)=[O:32])=[CH:29][CH:28]=2)[CH2:25][CH2:24]1.CCN=C=NCCCN(C)C.Cl.C1C=CC2N(O)N=NC=2C=1.C(N(CC)CC)C. (2) The reactants are [C:1]([C:5]1[CH:6]=[C:7]2[C:11](=[C:12]([C:16]3[CH:21]=[CH:20][C:19]([C:22]([CH3:25])([CH3:24])[CH3:23])=[CH:18][CH:17]=3)[C:13]=1[O:14][CH3:15])[CH2:10][C:9]([CH3:26])=[CH:8]2)([CH3:4])([CH3:3])[CH3:2].C1(C)C=CC=CC=1.[Li]CCCC.[Cl:39][Si:40](Cl)([CH3:42])[CH3:41]. The catalyst is C1COCC1. The product is [C:1]([C:5]1[CH:6]=[C:7]2[C:11]([CH:10]=[C:9]([CH3:26])[CH:8]2[Si:40]([Cl:39])([CH3:42])[CH3:41])=[C:12]([C:16]2[CH:21]=[CH:20][C:19]([C:22]([CH3:25])([CH3:24])[CH3:23])=[CH:18][CH:17]=2)[C:13]=1[O:14][CH3:15])([CH3:4])([CH3:3])[CH3:2]. The yield is 0.990. (3) The reactants are Cl.Cl[CH2:3][C:4]1[N:8]2[CH:9]=[CH:10][CH:11]=[CH:12][C:7]2=[N:6][C:5]=1[C:13]1[CH:18]=[CH:17][C:16]([Cl:19])=[CH:15][CH:14]=1.[C-:20]#[N:21].[Na+].[Na+].[I-]. The catalyst is C(#N)C. The product is [Cl:19][C:16]1[CH:17]=[CH:18][C:13]([C:5]2[N:6]=[C:7]3[CH:12]=[CH:11][CH:10]=[CH:9][N:8]3[C:4]=2[CH2:3][C:20]#[N:21])=[CH:14][CH:15]=1. The yield is 0.820. (4) The reactants are FC(F)(F)S(O[C:7]1[C:8]([C:18](=[O:20])[CH3:19])=[CH:9][C:10]([Cl:17])=[C:11]2[C:16]=1[N:15]=[CH:14][CH:13]=[CH:12]2)(=O)=O.Cl.[NH:24]1[CH2:29][CH2:28][CH:27]([NH:30][C:31](=[O:33])[CH3:32])[CH2:26][CH2:25]1.C(=O)([O-])[O-].[Cs+].[Cs+]. The catalyst is O1CCCC1.ClCCl.C([O-])(=O)C.[Pd+2].C([O-])(=O)C.C1C=CC(P(C2C=CC3C(=CC=CC=3)C=2C2C3C(=CC=CC=3)C=CC=2P(C2C=CC=CC=2)C2C=CC=CC=2)C2C=CC=CC=2)=CC=1. The product is [C:18]([C:8]1[C:7]([N:24]2[CH2:29][CH2:28][CH:27]([NH:30][C:31](=[O:33])[CH3:32])[CH2:26][CH2:25]2)=[C:16]2[C:11]([CH:12]=[CH:13][CH:14]=[N:15]2)=[C:10]([Cl:17])[CH:9]=1)(=[O:20])[CH3:19]. The yield is 0.540. (5) The reactants are [Li]CCCC.CC(NC(C)C)C.[Cl:13][C:14]1[N:19]=[CH:18][C:17]([C:20]([OH:22])=[O:21])=[CH:16][CH:15]=1.[I:23]I. The catalyst is C1COCC1.O. The product is [Cl:13][C:14]1[N:19]=[CH:18][C:17]([C:20]([OH:22])=[O:21])=[C:16]([I:23])[CH:15]=1. The yield is 0.420.